Task: Predict the product of the given reaction.. Dataset: Forward reaction prediction with 1.9M reactions from USPTO patents (1976-2016) (1) Given the reactants C(=O)=O.[CH3:4][O:5][C:6]1[CH:15]=[C:14]2[C:9]([CH:10]=[CH:11][CH:12]=[C:13]2[CH2:16][CH2:17][NH2:18])=[CH:8][CH:7]=1.[C:19]([O-])(=[O:21])[CH3:20].[Na+].C(OC(=O)C)(=O)C, predict the reaction product. The product is: [CH3:20][C:19]([NH:18][CH2:17][CH2:16][C:13]1[C:14]2[CH:15]=[C:6]([O:5][CH3:4])[CH:7]=[CH:8][C:9]=2[CH:10]=[CH:11][CH:12]=1)=[O:21]. (2) Given the reactants [C:1]([O:4][C:5]1[C:23]([Cl:24])=[C:22]([NH2:25])[CH:21]=[CH:20][C:6]=1[C:7]([O:9][CH:10]1[CH2:15][CH:14]2[C:16]([CH3:18])([CH3:17])[C:11]1([CH3:19])[CH2:12][CH2:13]2)=[O:8])(=[O:3])[CH3:2].[Cl:26][C:27]1[CH:34]=[C:33]([Cl:35])[CH:32]=[C:29]([CH:30]=O)[C:28]=1[OH:36], predict the reaction product. The product is: [C:11]12([CH3:19])[C:16]([CH3:17])([CH3:18])[CH:14]([CH2:13][CH2:12]1)[CH2:15][CH:10]2[O:9][C:7](=[O:8])[C:6]1[CH:20]=[CH:21][C:22]([NH:25][CH2:30][C:29]2[CH:32]=[C:33]([Cl:35])[CH:34]=[C:27]([Cl:26])[C:28]=2[OH:36])=[C:23]([Cl:24])[C:5]=1[O:4][C:1](=[O:3])[CH3:2].